Dataset: Catalyst prediction with 721,799 reactions and 888 catalyst types from USPTO. Task: Predict which catalyst facilitates the given reaction. (1) Reactant: [H-].[Na+].[CH3:3][C:4]1([CH3:16])[CH2:9][CH2:8][CH2:7][CH:6]([CH3:10])[CH:5]1[CH2:11][CH2:12][C:13](=[O:15])[CH3:14].[CH2:17]([O:19][C:20](=[O:26])[C:21](OCC)=[O:22])[CH3:18].CC[O-].[Na+]. Product: [CH2:17]([O:19][C:20](=[O:26])[C:21](=[O:22])[CH2:14][C:13](=[O:15])[CH2:12][CH2:11][CH:5]1[CH:6]([CH3:10])[CH2:7][CH2:8][CH2:9][C:4]1([CH3:3])[CH3:16])[CH3:18]. The catalyst class is: 14. (2) The catalyst class is: 2. Reactant: C(OC(=O)[NH:7][C:8]1[CH:13]=[C:12]([C:14]([F:17])([F:16])[F:15])[C:11]([Cl:18])=[CH:10][C:9]=1[NH:19][C:20](=[O:36])[CH2:21][C:22](=O)[C:23]1[CH:28]=[CH:27][CH:26]=[C:25]([C:29]2[CH:34]=[CH:33][CH:32]=[CH:31][N:30]=2)[CH:24]=1)(C)(C)C.C(O)(C(F)(F)F)=O. Product: [Cl:18][C:11]1[C:12]([C:14]([F:17])([F:16])[F:15])=[CH:13][C:8]2[N:7]=[C:22]([C:23]3[CH:28]=[CH:27][CH:26]=[C:25]([C:29]4[CH:34]=[CH:33][CH:32]=[CH:31][N:30]=4)[CH:24]=3)[CH2:21][C:20](=[O:36])[NH:19][C:9]=2[CH:10]=1. (3) Reactant: [CH3:1][O:2][C:3](=[O:16])[C:4]1[CH:9]=[CH:8][CH:7]=[C:6]([O:10][C@H:11]([C:13]([OH:15])=O)[CH3:12])[CH:5]=1.[NH2:17][C:18]1[CH:25]=[CH:24][C:21]([C:22]#[N:23])=[CH:20][CH:19]=1.P(Cl)(Cl)(Cl)=O. Product: [CH3:1][O:2][C:3](=[O:16])[C:4]1[CH:9]=[CH:8][CH:7]=[C:6]([O:10][C@H:11]([C:13](=[O:15])[NH:17][C:18]2[CH:25]=[CH:24][C:21]([C:22]#[N:23])=[CH:20][CH:19]=2)[CH3:12])[CH:5]=1. The catalyst class is: 228. (4) Reactant: [Br:1][C:2]1[CH:3]=[C:4]2[C:9](=[CH:10][CH:11]=1)[O:8][C:7](=[O:12])[C:6]([C:13]([O:15]CC)=[O:14])=[CH:5]2.[OH-].[Na+].C(O)C.Cl. Product: [Br:1][C:2]1[CH:3]=[C:4]2[C:9](=[CH:10][CH:11]=1)[O:8][C:7](=[O:12])[C:6]([C:13]([OH:15])=[O:14])=[CH:5]2. The catalyst class is: 6. (5) Reactant: [CH2:1]([O:4][C:5]([N:7]1[CH:11]([CH3:12])[CH2:10][CH2:9][C@@H:8]1[C:13]([OH:15])=O)=[O:6])[CH:2]=[CH2:3].[N:16]1(O)[C:20]2[CH:21]=CC=C[C:19]=2N=N1.Cl.CN(C)CCCN=C=NCC.C(N)(C)C. Product: [CH:20]([NH:16][C:13]([C@H:8]1[CH2:9][CH2:10][CH:11]([CH3:12])[N:7]1[C:5]([O:4][CH2:1][CH:2]=[CH2:3])=[O:6])=[O:15])([CH3:21])[CH3:19]. The catalyst class is: 4.